From a dataset of Forward reaction prediction with 1.9M reactions from USPTO patents (1976-2016). Predict the product of the given reaction. (1) Given the reactants [C:1]([C:3]1[CH:4]=[CH:5][C:6]([NH:9][C:10](=[O:16])[O:11][C:12]([CH3:15])([CH3:14])[CH3:13])=[N:7][CH:8]=1)#[CH:2].Br[C:18]1[N:22]([CH2:23][CH2:24][F:25])[C:21]2[CH:26]=[CH:27][CH:28]=[CH:29][C:20]=2[N:19]=1, predict the reaction product. The product is: [F:25][CH2:24][CH2:23][N:22]1[C:21]2[CH:26]=[CH:27][CH:28]=[CH:29][C:20]=2[N:19]=[C:18]1[C:2]#[C:1][C:3]1[CH:4]=[CH:5][C:6]([NH:9][C:10](=[O:16])[O:11][C:12]([CH3:13])([CH3:15])[CH3:14])=[N:7][CH:8]=1. (2) Given the reactants Br[C:2]1[CH:3]=[C:4]([O:10][C:11]2[C:12]([F:27])=[C:13]([CH2:18][NH:19][C:20](=[O:26])[O:21][C:22]([CH3:25])([CH3:24])[CH3:23])[CH:14]=[CH:15][C:16]=2[Cl:17])[CH:5]=[C:6]([C:8]#[N:9])[CH:7]=1.[CH:28]([B-](F)(F)F)=[CH2:29].[K+], predict the reaction product. The product is: [Cl:17][C:16]1[CH:15]=[CH:14][C:13]([CH2:18][NH:19][C:20](=[O:26])[O:21][C:22]([CH3:25])([CH3:24])[CH3:23])=[C:12]([F:27])[C:11]=1[O:10][C:4]1[CH:3]=[C:2]([CH:28]=[CH2:29])[CH:7]=[C:6]([C:8]#[N:9])[CH:5]=1. (3) Given the reactants [CH3:1][O:2][C:3]1[C:11]2[O:10][C:9]([CH3:13])([CH3:12])[CH2:8][C:7]=2[CH:6]=[C:5]([CH:14]=[C:15]([CH3:17])[CH3:16])[CH:4]=1.[C:18](#[N:25])[C:19]1[CH:24]=[CH:23][CH:22]=[CH:21][CH:20]=1.S(=O)(=O)(O)O, predict the reaction product. The product is: [CH3:1][O:2][C:3]1[CH:4]=[C:5]2[C:6](=[C:7]3[CH2:8][C:9]([CH3:12])([CH3:13])[O:10][C:11]=13)[C:18]([C:19]1[CH:24]=[CH:23][CH:22]=[CH:21][CH:20]=1)=[N:25][C:15]([CH3:17])([CH3:16])[CH2:14]2. (4) Given the reactants [Cl:1][C:2]1[CH:3]=[C:4]([NH:26][C:27]([C:29]2[S:33][C:32]3[CH:34]=[CH:35][C:36]([NH:38][S:39]([CH:42]=[CH2:43])(=[O:41])=[O:40])=[CH:37][C:31]=3[CH:30]=2)=[O:28])[CH:5]=[C:6]([C:8]([C:11]2[CH:16]=[C:15]([O:17][C:18]([F:21])([F:20])[F:19])[CH:14]=[C:13]([O:22][CH:23]([CH3:25])[CH3:24])[CH:12]=2)([CH3:10])[CH3:9])[CH:7]=1.[NH:44]([CH3:46])[CH3:45], predict the reaction product. The product is: [Cl:1][C:2]1[CH:3]=[C:4]([NH:26][C:27]([C:29]2[S:33][C:32]3[CH:34]=[CH:35][C:36]([NH:38][S:39]([CH2:42][CH2:43][N:44]([CH3:46])[CH3:45])(=[O:40])=[O:41])=[CH:37][C:31]=3[CH:30]=2)=[O:28])[CH:5]=[C:6]([C:8]([C:11]2[CH:16]=[C:15]([O:17][C:18]([F:21])([F:19])[F:20])[CH:14]=[C:13]([O:22][CH:23]([CH3:24])[CH3:25])[CH:12]=2)([CH3:10])[CH3:9])[CH:7]=1. (5) Given the reactants [C:1]([C:4]1[CH:5]=[C:6]2[C:10](=[CH:11][CH:12]=1)[CH2:9][N:8]([C:13](=[O:35])[CH2:14][CH2:15][CH2:16][CH2:17][CH2:18][N:19]1[CH2:24][CH2:23][N:22]([C:25]3[CH:30]=[CH:29][CH:28]=[C:27]([C:31]([F:34])([F:33])[F:32])[CH:26]=3)[CH2:21][CH2:20]1)[CH2:7]2)(O)=[O:2].[CH3:36][N:37]([CH3:41])[CH2:38][CH2:39][NH2:40], predict the reaction product. The product is: [CH3:36][N:37]([CH3:41])[CH2:38][CH2:39][NH:40][C:1]([C:4]1[CH:5]=[C:6]2[C:10](=[CH:11][CH:12]=1)[CH2:9][N:8]([C:13](=[O:35])[CH2:14][CH2:15][CH2:16][CH2:17][CH2:18][N:19]1[CH2:20][CH2:21][N:22]([C:25]3[CH:30]=[CH:29][CH:28]=[C:27]([C:31]([F:34])([F:33])[F:32])[CH:26]=3)[CH2:23][CH2:24]1)[CH2:7]2)=[O:2]. (6) Given the reactants [F:1][C:2]1[CH:11]=[C:10]([I:12])[C:9]([OH:13])=[CH:8][C:3]=1[C:4]([O:6][CH3:7])=[O:5].C(=O)([O-])[O-].[K+].[K+].CN(C=O)C.I[CH2:26][CH3:27], predict the reaction product. The product is: [CH2:26]([O:13][C:9]1[C:10]([I:12])=[CH:11][C:2]([F:1])=[C:3]([CH:8]=1)[C:4]([O:6][CH3:7])=[O:5])[CH3:27]. (7) Given the reactants C([O:3][C:4]([C:6]1(C(OCC)=O)[CH2:14][C:13]2[N:12]=[CH:11][CH:10]=[CH:9][C:8]=2[CH2:7]1)=[O:5])C.[ClH:20], predict the reaction product. The product is: [ClH:20].[N:12]1[C:13]2[CH2:14][CH:6]([C:4]([OH:5])=[O:3])[CH2:7][C:8]=2[CH:9]=[CH:10][CH:11]=1.